Dataset: Catalyst prediction with 721,799 reactions and 888 catalyst types from USPTO. Task: Predict which catalyst facilitates the given reaction. (1) Reactant: CC1C=CC(S(O[CH2:12][CH2:13][C:14]2[CH:15]=[C:16]3[C:20](=[CH:21][CH:22]=2)[NH:19][CH:18]=[C:17]3[S:23]([C:26]2[CH:31]=[CH:30][CH:29]=[CH:28][CH:27]=2)(=[O:25])=[O:24])(=O)=O)=CC=1.[CH2:32]([N:39]1[CH2:44][CH2:43][NH:42][CH2:41][CH2:40]1)[C:33]1[CH:38]=[CH:37][CH:36]=[CH:35][CH:34]=1. Product: [CH2:32]([N:39]1[CH2:44][CH2:43][N:42]([CH2:12][CH2:13][C:14]2[CH:15]=[C:16]3[C:20](=[CH:21][CH:22]=2)[NH:19][CH:18]=[C:17]3[S:23]([C:26]2[CH:27]=[CH:28][CH:29]=[CH:30][CH:31]=2)(=[O:24])=[O:25])[CH2:41][CH2:40]1)[C:33]1[CH:34]=[CH:35][CH:36]=[CH:37][CH:38]=1. The catalyst class is: 1. (2) Reactant: [CH2:1]([O:3][C:4]1[CH:14]=[CH:13][C:12]([S:15]([N:18]2[CH2:23][CH2:22][N:21]([CH3:24])[CH2:20][CH2:19]2)(=[O:17])=[O:16])=[CH:11][C:5]=1[C:6](OCC)=[O:7])[CH3:2]. Product: [CH2:1]([O:3][C:4]1[CH:14]=[CH:13][C:12]([S:15]([N:18]2[CH2:23][CH2:22][N:21]([CH3:24])[CH2:20][CH2:19]2)(=[O:16])=[O:17])=[CH:11][C:5]=1[CH:6]=[O:7])[CH3:2]. The catalyst class is: 697. (3) Reactant: Cl[S:2]([C:5]1[CH:6]=[C:7]([CH:41]=[CH:42][CH:43]=1)[C:8]([NH:10][C:11]1[S:12][C:13]2[CH2:40][CH2:39][CH2:38][CH2:37][C:14]=2[C:15]=1[C:16]([NH:18][C:19]1[CH:24]=[CH:23][C:22]([CH2:25][CH2:26][C:27]2[CH:36]=[CH:35][C:30]([C:31]([O:33][CH3:34])=[O:32])=[CH:29][CH:28]=2)=[CH:21][CH:20]=1)=[O:17])=[O:9])(=[O:4])=[O:3].[CH3:44][NH:45][CH2:46][CH:47]([OH:50])[CH2:48][OH:49]. Product: [OH:50][CH:47]([CH2:48][OH:49])[CH2:46][N:45]([CH3:44])[S:2]([C:5]1[CH:6]=[C:7]([CH:41]=[CH:42][CH:43]=1)[C:8]([NH:10][C:11]1[S:12][C:13]2[CH2:40][CH2:39][CH2:38][CH2:37][C:14]=2[C:15]=1[C:16]([NH:18][C:19]1[CH:24]=[CH:23][C:22]([CH2:25][CH2:26][C:27]2[CH:36]=[CH:35][C:30]([C:31]([O:33][CH3:34])=[O:32])=[CH:29][CH:28]=2)=[CH:21][CH:20]=1)=[O:17])=[O:9])(=[O:4])=[O:3]. The catalyst class is: 4.